From a dataset of Peptide-MHC class II binding affinity with 134,281 pairs from IEDB. Regression. Given a peptide amino acid sequence and an MHC pseudo amino acid sequence, predict their binding affinity value. This is MHC class II binding data. (1) The peptide sequence is WKVRLLPVPPTVTVF. The MHC is HLA-DQA10102-DQB10602 with pseudo-sequence HLA-DQA10102-DQB10602. The binding affinity (normalized) is 0.204. (2) The peptide sequence is ALFSGVSWVMKIGIG. The MHC is DRB1_0701 with pseudo-sequence DRB1_0701. The binding affinity (normalized) is 0.764. (3) The peptide sequence is VLLAFNCHERPYDLD. The MHC is HLA-DQA10201-DQB10202 with pseudo-sequence HLA-DQA10201-DQB10202. The binding affinity (normalized) is 0.174.